Dataset: Full USPTO retrosynthesis dataset with 1.9M reactions from patents (1976-2016). Task: Predict the reactants needed to synthesize the given product. (1) Given the product [Br:20][CH2:11][C:9]1[S:10][C:5]2[C:4]([N:13]3[CH2:18][CH2:17][O:16][CH2:15][CH2:14]3)=[N:3][C:2]([Cl:1])=[N:7][C:6]=2[N:8]=1, predict the reactants needed to synthesize it. The reactants are: [Cl:1][C:2]1[N:3]=[C:4]([N:13]2[CH2:18][CH2:17][O:16][CH2:15][CH2:14]2)[C:5]2[S:10][C:9]([CH2:11]O)=[N:8][C:6]=2[N:7]=1.P(Br)(Br)[Br:20]. (2) Given the product [Cl:7][C:8]1([Cl:12])[CH:6]2[CH:1]([CH2:2][CH2:3][CH2:4][CH2:5]2)[C:9]1=[O:10], predict the reactants needed to synthesize it. The reactants are: [CH:1]1[CH2:6][CH2:5][CH2:4][CH2:3][CH:2]=1.[Cl:7][C:8](Cl)([Cl:12])[C:9](Cl)=[O:10].C(=O)(O)[O-].[Na+].Cl. (3) Given the product [CH3:1][CH:2]1[CH2:7][CH2:6][C:5]([CH3:8])([CH3:9])[C:4](/[CH:10]=[CH:11]/[C:12]([OH:14])=[O:13])=[CH:3]1, predict the reactants needed to synthesize it. The reactants are: [CH3:1][CH:2]1[CH2:7][CH2:6][C:5]([CH3:9])([CH3:8])[C:4](/[CH:10]=[CH:11]/[C:12]([O:14]C)=[O:13])=[CH:3]1.[OH-].[Na+]. (4) Given the product [F:1][C:2]1[C:3]([C:8]#[N:10])=[N:4][CH:5]=[CH:6][CH:7]=1, predict the reactants needed to synthesize it. The reactants are: [F:1][C:2]1[C:3]([C:8]([NH2:10])=O)=[N:4][CH:5]=[CH:6][CH:7]=1.C1COCC1.FC(F)(F)C(OC(=O)C(F)(F)F)=O.C([O-])([O-])=O.[Na+].[Na+]. (5) The reactants are: C[O:2][C:3](=O)[CH2:4][C:5](=O)[CH3:6].Br[CH2:10][C:11]([C:13]1[CH:18]=[CH:17][CH:16]=[C:15]([C:19]([F:22])([F:21])[F:20])[C:14]=1[F:23])=O.[CH:24]1([CH2:27][NH2:28])[CH2:26][CH2:25]1.[CH:29]1([NH2:35])[CH2:34][CH2:33][CH2:32][CH2:31][CH2:30]1. Given the product [CH:29]1([NH:35][C:3]([C:4]2[CH:10]=[C:11]([C:13]3[CH:18]=[CH:17][CH:16]=[C:15]([C:19]([F:22])([F:21])[F:20])[C:14]=3[F:23])[N:28]([CH2:27][CH:24]3[CH2:26][CH2:25]3)[C:5]=2[CH3:6])=[O:2])[CH2:34][CH2:33][CH2:32][CH2:31][CH2:30]1, predict the reactants needed to synthesize it.